From a dataset of Catalyst prediction with 721,799 reactions and 888 catalyst types from USPTO. Predict which catalyst facilitates the given reaction. (1) Reactant: [CH:1]1([NH:4][C:5]([NH:7][C:8]2[CH:13]=[CH:12][C:11]([C:14]3[C:15]4[CH2:29][NH:28][CH2:27][C:16]=4[N:17]=[C:18]([N:20]4[CH2:25][CH2:24][O:23][CH2:22][C@@H:21]4[CH3:26])[N:19]=3)=[CH:10][CH:9]=2)=[O:6])[CH2:3][CH2:2]1.[CH3:30][N:31]([CH3:36])[CH2:32][C:33](O)=[O:34].CCN(CC)CC.C(Cl)CCl. The catalyst class is: 59. Product: [CH:1]1([NH:4][C:5]([NH:7][C:8]2[CH:13]=[CH:12][C:11]([C:14]3[C:15]4[CH2:29][N:28]([C:33](=[O:34])[CH2:32][N:31]([CH3:36])[CH3:30])[CH2:27][C:16]=4[N:17]=[C:18]([N:20]4[CH2:25][CH2:24][O:23][CH2:22][C@@H:21]4[CH3:26])[N:19]=3)=[CH:10][CH:9]=2)=[O:6])[CH2:3][CH2:2]1. (2) Reactant: [CH2:1]([N:3]1[CH:7]=[C:6](B2OC(C)(C)C(C)(C)O2)[C:5]([C:17]2[CH:22]=[CH:21][C:20]([N+:23]([O-:25])=[O:24])=[CH:19][CH:18]=2)=[N:4]1)[CH3:2].Br[C:27]1[CH:32]=[CH:31][N:30]=[C:29]2[NH:33][CH:34]=[CH:35][C:28]=12.C(=O)([O-])[O-].[K+].[K+]. The catalyst class is: 203. Product: [CH2:1]([N:3]1[CH:7]=[C:6]([C:27]2[CH:32]=[CH:31][N:30]=[C:29]3[NH:33][CH:34]=[CH:35][C:28]=23)[C:5]([C:17]2[CH:18]=[CH:19][C:20]([N+:23]([O-:25])=[O:24])=[CH:21][CH:22]=2)=[N:4]1)[CH3:2]. (3) Reactant: [CH2:1]([C:3]1([CH2:7][OH:8])[CH2:6][O:5][CH2:4]1)[CH3:2].[C:9]1([CH3:19])[CH:14]=[CH:13][C:12]([S:15](Cl)(=[O:17])=[O:16])=[CH:11][CH:10]=1. Product: [S:15]([O:8][CH2:7][C:3]1([CH2:1][CH3:2])[CH2:6][O:5][CH2:4]1)([C:12]1[CH:13]=[CH:14][C:9]([CH3:19])=[CH:10][CH:11]=1)(=[O:17])=[O:16]. The catalyst class is: 17. (4) Reactant: [Br:1][C:2]1[CH:3]=[C:4]2[C:10]([C:11]([C:13]3[CH:18]=[CH:17][CH:16]=[C:15]([N+:19]([O-])=O)[C:14]=3[F:22])=[O:12])=[CH:9][NH:8][C:5]2=[N:6][CH:7]=1.O. Product: [NH2:19][C:15]1[C:14]([F:22])=[C:13]([C:11]([C:10]2[C:4]3[C:5](=[N:6][CH:7]=[C:2]([Br:1])[CH:3]=3)[NH:8][CH:9]=2)=[O:12])[CH:18]=[CH:17][CH:16]=1. The catalyst class is: 54. (5) Reactant: [Cl:1][C:2]1[C:11]2[C:6](=[CH:7][C:8]([C:12]3[O:13][C:14]4[CH:26]=[CH:25][CH:24]=[CH:23][C:15]=4[C:16]=3[C:17](=[O:22])[CH2:18][CH2:19][CH2:20][CH3:21])=[CH:9][CH:10]=2)[CH:5]=[CH:4][C:3]=1[O:27][CH2:28][C:29]([O:31]CC)=[O:30].[OH-].[K+]. Product: [Cl:1][C:2]1[C:11]2[C:6](=[CH:7][C:8]([C:12]3[O:13][C:14]4[CH:26]=[CH:25][CH:24]=[CH:23][C:15]=4[C:16]=3[C:17](=[O:22])[CH2:18][CH2:19][CH2:20][CH3:21])=[CH:9][CH:10]=2)[CH:5]=[CH:4][C:3]=1[O:27][CH2:28][C:29]([OH:31])=[O:30]. The catalyst class is: 20. (6) Reactant: [C:1]1(=[O:8])[O:7][C:5](=[O:6])[CH2:4][O:3][CH2:2]1.[CH3:9][NH2:10]. Product: [CH3:9][NH:10][C:1]([CH2:2][O:3][CH2:4][C:5]([OH:7])=[O:6])=[O:8]. The catalyst class is: 1. (7) Product: [CH3:40][O:41][CH2:42][C:43]1[S:47][C:46]([CH2:48][N:49]2[N:53]=[C:52]([NH:54][C:14]([C:10]3[N:11]=[CH:12][O:13][C:9]=3[C:3]3[CH:4]=[CH:5][CH:6]=[CH:7][CH:8]=3)=[O:16])[CH:51]=[N:50]2)=[N:45][CH:44]=1. Reactant: N#N.[C:3]1([C:9]2[O:13][CH:12]=[N:11][C:10]=2[C:14]([OH:16])=O)[CH:8]=[CH:7][CH:6]=[CH:5][CH:4]=1.C1C=CC2N(O)N=NC=2C=1.C(Cl)CCl.CCN(C(C)C)C(C)C.[CH3:40][O:41][CH2:42][C:43]1[S:47][C:46]([CH2:48][N:49]2[N:53]=[C:52]([NH2:54])[CH:51]=[N:50]2)=[N:45][CH:44]=1. The catalyst class is: 64. (8) Reactant: [NH2:1][C:2]1[N:7]=[C:6](Cl)[CH:5]=[C:4](Cl)[N:3]=1.[NH2:10][C:11]1[CH:12]=[C:13]2[C:17](=[CH:18][CH:19]=1)[NH:16][CH:15]=[CH:14]2.C(N(C(C)C)CC)(C)C. Product: [NH2:1][C:2]1[N:7]=[C:6]([NH:10][C:11]2[CH:12]=[C:13]3[C:17](=[CH:18][CH:19]=2)[NH:16][CH:15]=[CH:14]3)[CH:5]=[CH:4][N:3]=1. The catalyst class is: 9.